From a dataset of Reaction yield outcomes from USPTO patents with 853,638 reactions. Predict the reaction yield, written as a fraction of the theoretical maximum amount of product (1.0 means a 100% yield; for example, 0.34 means a 34% yield). (1) The reactants are C1C=CC(P(C2C(C3C(P(C4C=CC=CC=4)C4C=CC=CC=4)=CC=C4C=3C=CC=C4)=C3C(C=CC=C3)=CC=2)C2C=CC=CC=2)=CC=1.CC(C)([O-])C.[Na+].[CH:53]1([NH2:59])[CH2:58][CH2:57][CH2:56][CH2:55][CH2:54]1.[C:60]([O:64][C:65]([N:67]1[CH2:73][CH2:72][C:71]2[C:74]([S:79][CH2:80][C:81]3[CH:82]=[N:83][C:84](Cl)=[CH:85][CH:86]=3)=[C:75]([Cl:78])[CH:76]=[CH:77][C:70]=2[CH2:69][CH2:68]1)=[O:66])([CH3:63])([CH3:62])[CH3:61]. The catalyst is C1(C)C=CC=CC=1.C([O-])(=O)C.[Pd+2].C([O-])(=O)C. The product is [C:60]([O:64][C:65]([N:67]1[CH2:73][CH2:72][C:71]2[C:74]([S:79][CH2:80][C:81]3[CH:82]=[N:83][C:84]([NH:59][CH:53]4[CH2:58][CH2:57][CH2:56][CH2:55][CH2:54]4)=[CH:85][CH:86]=3)=[C:75]([Cl:78])[CH:76]=[CH:77][C:70]=2[CH2:69][CH2:68]1)=[O:66])([CH3:63])([CH3:61])[CH3:62]. The yield is 0.330. (2) The reactants are [Cl:1][C:2]1[CH:3]=[C:4]([N:10]2[C:14](=[O:15])[C:13]([CH3:17])([CH3:16])[N:12]([C:18]3[CH:36]=[CH:35][C:21]([O:22][CH2:23][C:24]4([NH:27]C(=O)OC(C)(C)C)[CH2:26][CH2:25]4)=[C:20]([F:37])[CH:19]=3)[C:11]2=[S:38])[CH:5]=[CH:6][C:7]=1[C:8]#[N:9]. The catalyst is Cl.CO. The product is [NH2:27][C:24]1([CH2:23][O:22][C:21]2[CH:35]=[CH:36][C:18]([N:12]3[C:13]([CH3:16])([CH3:17])[C:14](=[O:15])[N:10]([C:4]4[CH:5]=[CH:6][C:7]([C:8]#[N:9])=[C:2]([Cl:1])[CH:3]=4)[C:11]3=[S:38])=[CH:19][C:20]=2[F:37])[CH2:25][CH2:26]1. The yield is 0.967.